This data is from Reaction yield outcomes from USPTO patents with 853,638 reactions. The task is: Predict the reaction yield, written as a fraction of the theoretical maximum amount of product (1.0 means a 100% yield; for example, 0.34 means a 34% yield). (1) The reactants are [Cl:1][C:2]1[C:3](I)=[N:4][N:5]([CH2:8][C:9]([N:11]2[CH2:16][CH2:15][CH2:14][C:13]3[N:17]([C:20]4[CH:25]=[CH:24][C:23]([F:26])=[CH:22][CH:21]=4)[N:18]=[CH:19][C:12]2=3)=[O:10])[C:6]=1[CH3:7].[CH3:28][N:29](C=O)C. The catalyst is O.CCOC(C)=O.[C-]#N.[C-]#N.[Zn+2].C1C=CC(P(C2C=CC=CC=2)[C-]2C=CC=C2)=CC=1.C1C=CC(P(C2C=CC=CC=2)[C-]2C=CC=C2)=CC=1.[Fe+2].C1C=CC(/C=C/C(/C=C/C2C=CC=CC=2)=O)=CC=1.C1C=CC(/C=C/C(/C=C/C2C=CC=CC=2)=O)=CC=1.C1C=CC(/C=C/C(/C=C/C2C=CC=CC=2)=O)=CC=1.[Pd].[Pd]. The product is [Cl:1][C:2]1[C:3]([C:28]#[N:29])=[N:4][N:5]([CH2:8][C:9]([N:11]2[CH2:16][CH2:15][CH2:14][C:13]3[N:17]([C:20]4[CH:25]=[CH:24][C:23]([F:26])=[CH:22][CH:21]=4)[N:18]=[CH:19][C:12]2=3)=[O:10])[C:6]=1[CH3:7]. The yield is 0.720. (2) The reactants are C(=O)([O-])[O-].[K+].[K+].[F:7][C:8]1[CH:15]=[C:14]([F:16])[CH:13]=[CH:12][C:9]=1[CH2:10]Br.[OH:17][C:18]1[N:19]=[C:20]([S:36][CH3:37])[N:21]([C:25]2[CH:26]=[C:27]([CH:32]=[CH:33][C:34]=2[CH3:35])[C:28]([O:30][CH3:31])=[O:29])[C:22](=[O:24])[CH:23]=1. No catalyst specified. The product is [F:7][C:8]1[CH:15]=[C:14]([F:16])[CH:13]=[CH:12][C:9]=1[CH2:10][O:17][C:18]1[N:19]=[C:20]([S:36][CH3:37])[N:21]([C:25]2[CH:26]=[C:27]([CH:32]=[CH:33][C:34]=2[CH3:35])[C:28]([O:30][CH3:31])=[O:29])[C:22](=[O:24])[CH:23]=1. The yield is 0.640. (3) The reactants are [CH3:1][O:2][C:3](=[O:18])/[C:4](/[C:10]1[CH:15]=[CH:14][C:13]([O:16][CH3:17])=[CH:12][CH:11]=1)=[CH:5]/[C:6]([O:8][CH3:9])=[O:7]. The catalyst is C(O)C.[OH-].[OH-].[Pd+2]. The product is [CH3:1][O:2][C:3](=[O:18])[CH:4]([C:10]1[CH:11]=[CH:12][C:13]([O:16][CH3:17])=[CH:14][CH:15]=1)[CH2:5][C:6]([O:8][CH3:9])=[O:7]. The yield is 0.990. (4) The reactants are [CH2:1]([S:5]([C:8]1[CH:17]=[CH:16][C:11]([C:12]([O:14]C)=[O:13])=[CH:10][CH:9]=1)(=[O:7])=[O:6])[CH:2]([CH3:4])[CH3:3].[OH-].[Na+]. The catalyst is O1CCOCC1. The product is [CH2:1]([S:5]([C:8]1[CH:17]=[CH:16][C:11]([C:12]([OH:14])=[O:13])=[CH:10][CH:9]=1)(=[O:7])=[O:6])[CH:2]([CH3:4])[CH3:3]. The yield is 0.980. (5) The reactants are [NH2:1][C:2]1[C:7]([S:8]([NH2:11])(=[O:10])=[O:9])=[CH:6][C:5]([Br:12])=[CH:4][N:3]=1.[CH2:13]([O:15][C:16](=[O:21])[CH2:17][C:18](Cl)=[O:19])[CH3:14].C(=O)(O)[O-].[Na+]. The catalyst is O1CCOCC1. The product is [CH2:13]([O:15][C:16](=[O:21])[CH2:17][C:18]([NH:1][C:2]1[C:7]([S:8](=[O:9])(=[O:10])[NH2:11])=[CH:6][C:5]([Br:12])=[CH:4][N:3]=1)=[O:19])[CH3:14]. The yield is 0.690. (6) The reactants are [NH2:1][C:2]1[N:7]=[CH:6][N:5]=[C:4]([NH:8][C@H:9]([C:11]2[N:16]([C:17]3[CH:22]=[CH:21][CH:20]=[CH:19][CH:18]=3)[C:15](=[O:23])[C:14]3=[C:24]([CH3:27])[CH:25]=[CH:26][N:13]3[N:12]=2)[CH3:10])[C:3]=1I.[OH:29][C:30]1[CH:31]=[C:32]([NH:45][S:46]([C:49]2[CH:54]=[CH:53][C:52]([O:55][CH3:56])=[CH:51][CH:50]=2)(=[O:48])=[O:47])[CH:33]=[C:34](B2OC(C)(C)C(C)(C)O2)[CH:35]=1.C(=O)([O-])[O-].[Na+].[Na+]. The catalyst is C1(P([Pd-4](P(C2C=CC=CC=2)(C2C=CC=CC=2)C2C=CC=CC=2)(P(C2C=CC=CC=2)(C2C=CC=CC=2)C2C=CC=CC=2)P(C2C=CC=CC=2)(C2C=CC=CC=2)C2C=CC=CC=2)(C2C=CC=CC=2)C2C=CC=CC=2)C=CC=CC=1. The product is [NH2:1][C:2]1[C:3]([C:34]2[CH:33]=[C:32]([NH:45][S:46]([C:49]3[CH:54]=[CH:53][C:52]([O:55][CH3:56])=[CH:51][CH:50]=3)(=[O:48])=[O:47])[CH:31]=[C:30]([OH:29])[CH:35]=2)=[C:4]([NH:8][C@H:9]([C:11]2[N:16]([C:17]3[CH:22]=[CH:21][CH:20]=[CH:19][CH:18]=3)[C:15](=[O:23])[C:14]3=[C:24]([CH3:27])[CH:25]=[CH:26][N:13]3[N:12]=2)[CH3:10])[N:5]=[CH:6][N:7]=1. The yield is 0.270.